From a dataset of Experimental lipophilicity measurements (octanol/water distribution) for 4,200 compounds from AstraZeneca. Regression/Classification. Given a drug SMILES string, predict its absorption, distribution, metabolism, or excretion properties. Task type varies by dataset: regression for continuous measurements (e.g., permeability, clearance, half-life) or binary classification for categorical outcomes (e.g., BBB penetration, CYP inhibition). For this dataset (lipophilicity_astrazeneca), we predict Y. (1) The Y is 1.20 logD. The compound is Cc1nc(C)c(-c2ccc3c(c2)CC[C@]32CC[C@@H](C(=O)O)CC2)nc1C(N)=O. (2) The drug is C[C@H]1CN(Cc2cc(Cl)ccc2OCC(=O)O)CCN1C(=O)Cc1ccccc1. The Y is 0.180 logD.